Dataset: Forward reaction prediction with 1.9M reactions from USPTO patents (1976-2016). Task: Predict the product of the given reaction. (1) Given the reactants [CH3:1][N:2]1[CH2:13][CH2:12][C:5]2([NH:9][C:8](=[O:10])[NH:7][C:6]2=[O:11])[CH2:4][CH2:3]1.CS(O[CH2:19][CH2:20][O:21][C:22]1[CH:27]=[CH:26][C:25]([C:28]2[CH:33]=[C:32]3[N:34]([CH3:37])[CH2:35][N:36]=[C:31]3N(C#N)C=2)=[CH:24][C:23]=1[C:40]([F:43])([F:42])[F:41])(=O)=O.C([O-])([O-])=O.[K+].[K+], predict the reaction product. The product is: [CH3:37][N:34]1[C:32]2[CH:33]=[C:28]([C:25]3[CH:26]=[CH:27][C:22]([O:21][CH2:20][CH2:19][N:7]4[C:6](=[O:11])[C:5]5([CH2:12][CH2:13][N:2]([CH3:1])[CH2:3][CH2:4]5)[NH:9][C:8]4=[O:10])=[C:23]([C:40]([F:41])([F:42])[F:43])[CH:24]=3)[N:7]=[C:6]([C:5]#[N:9])[C:31]=2[N:36]=[CH:35]1. (2) Given the reactants B1(C)OC(C2C=CC=CC=2)(C2C=CC=CC=2)[C@@H]2N1CCC2.B.C1COCC1.[F:28][C:29]1[C:39]2[C:40]3[C:32]([CH2:33][C:34](=[O:41])[C:35]=3[CH:36]=[CH:37][CH:38]=2)=[CH:31][CH:30]=1.Cl, predict the reaction product. The product is: [F:28][C:29]1[C:39]2[C:40]3[C:32]([CH2:33][C@H:34]([OH:41])[C:35]=3[CH:36]=[CH:37][CH:38]=2)=[CH:31][CH:30]=1. (3) Given the reactants [Br:1][C:2]1[CH:17]=[CH:16][C:5]([C:6]([O:8][CH2:9][C:10]2[CH:15]=[CH:14][CH:13]=[CH:12][CH:11]=2)=[O:7])=[C:4](F)[CH:3]=1.[CH2:19]([NH2:23])[CH2:20][CH2:21][CH3:22].C(=O)([O-])[O-].[Cs+].[Cs+], predict the reaction product. The product is: [Br:1][C:2]1[CH:17]=[CH:16][C:5]([C:6]([O:8][CH2:9][C:10]2[CH:15]=[CH:14][CH:13]=[CH:12][CH:11]=2)=[O:7])=[C:4]([NH:23][CH2:19][CH2:20][CH2:21][CH3:22])[CH:3]=1. (4) Given the reactants [N+:1]([C:4]1[CH:13]=[CH:12][CH:11]=[C:10]2[C:5]=1[CH:6]=[CH:7][N:8]([C:15]1[CH:19]=[CH:18][NH:17][N:16]=1)[C:9]2=[O:14])([O-])=O.CO, predict the reaction product. The product is: [NH2:1][C:4]1[CH:13]=[CH:12][CH:11]=[C:10]2[C:5]=1[CH:6]=[CH:7][N:8]([C:15]1[CH:19]=[CH:18][NH:17][N:16]=1)[C:9]2=[O:14]. (5) Given the reactants [Br:1][C:2]1[C:3]([Cl:10])=[N:4][C:5]([NH2:9])=[N:6][C:7]=1Cl.C(N(CC)CC)C.[NH2:18][CH2:19][CH2:20][NH:21][C:22](=[O:28])[O:23][C:24]([CH3:27])([CH3:26])[CH3:25], predict the reaction product. The product is: [NH2:9][C:5]1[N:6]=[C:7]([NH:18][CH2:19][CH2:20][NH:21][C:22](=[O:28])[O:23][C:24]([CH3:26])([CH3:25])[CH3:27])[C:2]([Br:1])=[C:3]([Cl:10])[N:4]=1. (6) Given the reactants Br[CH2:2][C:3]1[CH:8]=[CH:7][CH:6]=[C:5]([Cl:9])[C:4]=1[I:10].[C-:11]#[N:12].[K+], predict the reaction product. The product is: [Cl:9][C:5]1[C:4]([I:10])=[C:3]([CH2:2][C:11]#[N:12])[CH:8]=[CH:7][CH:6]=1.